Task: Binary Classification. Given a miRNA mature sequence and a target amino acid sequence, predict their likelihood of interaction.. Dataset: Experimentally validated miRNA-target interactions with 360,000+ pairs, plus equal number of negative samples (1) The miRNA is hsa-miR-4472 with sequence GGUGGGGGGUGUUGUUUU. The protein sequence of the target gene is MAVLLKLGVLCSGQGARALLLRSRVVRPAYVSAFLQDQPTQGRCGTQHIHLSPSHHSGSKAASLHWTSERVVSVLLLGLIPAGYLNPCSVVDYSLAAALTLHSHWGLGQVVTDYVHGDTLPKAARAGLLALSALTFAGLCYFNYHDVGICRAVAMLWKL. Result: 0 (no interaction). (2) The protein sequence of the target gene is MLSLDFLDDVRRMNKRQLYYQVLNFGMIVSSALMIWKGLMVITGSESPIVVVLSGSMEPAFHRGDLLFLTNRVEDPIRVGEIVVFRIEGREIPIVHRVLKIHEKQDGHIKFLTKGDNNAVDDRGLYKQGQHWLEKKDVVGRARGFVPYIGIVTILMNDYPKFKYAVLFLLGLFVLVHRE. The miRNA is mmu-miR-590-3p with sequence UAAUUUUAUGUAUAAGCUAGU. Result: 0 (no interaction). (3) The miRNA is hsa-miR-5196-5p with sequence AGGGAAGGGGACGAGGGUUGGG. The protein sequence of the target gene is MAGYEYVSPEQLAGFDKYKYSAVDTNPLSLYVMHPFWNTIVKVFPTWLAPNLITFSGFLLVVFNFLLMAYFDPDFYASAPGHKHVPDWVWIVVGILNFVAYTLDGVDGKQARRTNSSTPLGELFDHGLDSWSCVYFVVTVYSIFGRGSTGVSVFVLYLLLWVVLFSFILSHWEKYNTGILFLPWGYDISQVTISFVYIVTAVVGVEAWYEPFLFNFLYRDLFTAMIIGCALCVTLPMSLLNFFRSYKNNTLKLNSVYEAMVPLFSPCLLFILSTAWILWSPSDILELHPRVFYFMVGTAF.... Result: 1 (interaction). (4) The miRNA is hsa-miR-6752-5p with sequence GGGGGGUGUGGAGCCAGGGGGC. The protein sequence of the target gene is MKIWSSEHVFGHPWDTVIQAAMRKYPNPMNPSVLGVDVLQRRVDGRGRLHSLRLLSTEWGLPSLVRAILGTSRTLTYIREHSVVDPVEKKMELCSTNITLTNLVSVNERLVYTPHPENPEMTVLTQEAIITVKGISLGSYLESLMANTISSNAKKGWAAIEWIIEHSESAVS. Result: 0 (no interaction). (5) The miRNA is hsa-miR-676-5p with sequence UCUUCAACCUCAGGACUUGCA. The protein sequence of the target gene is MDLGAITKYSALHAKPNGLILQYGTAGFRTKAEHLDHVMFRMGLLAVLRSKQTKSTIGVMVTASHNPEEDNGVKLVDPLGEMLAPSWEEHATCLANAEEQDMQRVLIDISEKEAVNLQQDAFVVIGRDTRPSSEKLSQSVIDGVTVLGGQFHDYGLLTTPQLHYMVYCRNTGGRYGKATIEGYYQKLSKAFVELTKQASCSGDEYRSLKVDCANGIGALKLREMEHYFSQGLSVQLFNDGSKGKLNHLCGADFVKSHQKPPQGMEIKSNERCCSFDGDADRIVYYYHDADGHFHLIDGDK.... Result: 1 (interaction). (6) The miRNA is hsa-miR-376b-5p with sequence CGUGGAUAUUCCUUCUAUGUUU. The protein sequence of the target gene is MDPQCTMGLSNILFVMAFLLSGAAPLKIQAYFNETADLPCQFANSQNQSLSELVVFWQDQENLVLNEVYLGKEKFDSVHSKYMGRTSFDSDSWTLRLHNLQIKDKGLYQCIIHHKKPTGMIRIHQMNSELSVLANFSQPEIVPISNITENVYINLTCSSIHGYPEPKKMSVLLRTKNSTIEYDGVMQKSQDNVTELYDVSISLSVSFPDVTSNMTIFCILETDKTRLLSSPFSIELEDPQPPPDHIPWITAVLPTVIICVMVFCLILWKWKKKKRPRNSYKCGTNTMEREESEQTKKREK.... Result: 1 (interaction). (7) The miRNA is mmu-miR-154-5p with sequence UAGGUUAUCCGUGUUGCCUUCG. The protein sequence of the target gene is MGSPRLAALLLSLPLLLIGLAVSARVACPCLRSWTSHCLLAYRVDKRFAGLQWGWFPLLVRKSKSPPKFEDYWRHRTPASFQRKLLGSPSLSEESHRISIPSSAISHRGQRTKRAQPSAAEGREHLPEAGSQKCGGPEFSFDLLPEVQAVRVTIPAGPKASVRLCYQWALECEDLSSPFDTQKIVSGGHTVDLPYEFLLPCMCIEASYLQEDTVRRKKCPFQSWPEAYGSDFWQSIRFTDYSQHNQMVMALTLRCPLKLEASLCWRQDPLTPCETLPNATAQESEGWYILENVDLHPQLC.... Result: 0 (no interaction).